Dataset: Reaction yield outcomes from USPTO patents with 853,638 reactions. Task: Predict the reaction yield, written as a fraction of the theoretical maximum amount of product (1.0 means a 100% yield; for example, 0.34 means a 34% yield). (1) The reactants are [CH2:1]([CH:8]([C:22](=[O:34])[CH:23]=[CH:24][C:25]1[CH:30]=[CH:29][C:28]([OH:31])=[C:27]([O:32][CH3:33])[CH:26]=1)[C:9](=[O:21])[CH:10]=[CH:11][C:12]1[CH:17]=[CH:16][C:15]([OH:18])=[C:14]([O:19][CH3:20])[CH:13]=1)[C:2]1[CH:7]=[CH:6][CH:5]=[CH:4][CH:3]=1. The catalyst is [Pd].C(OCC)(=O)C. The product is [CH2:1]([CH:8]([C:9](=[O:21])[CH2:10][CH2:11][C:12]1[CH:17]=[CH:16][C:15]([OH:18])=[C:14]([O:19][CH3:20])[CH:13]=1)[C:22](=[O:34])[CH2:23][CH2:24][C:25]1[CH:30]=[CH:29][C:28]([OH:31])=[C:27]([O:32][CH3:33])[CH:26]=1)[C:2]1[CH:7]=[CH:6][CH:5]=[CH:4][CH:3]=1. The yield is 0.480. (2) The reactants are [Br:1]Br.[NH2:3][C:4]1[CH:12]=[C:11]([Cl:13])[CH:10]=[CH:9][C:5]=1[C:6]([OH:8])=[O:7]. The catalyst is C(O)(=O)C. The product is [NH2:3][C:4]1[CH:12]=[C:11]([Cl:13])[C:10]([Br:1])=[CH:9][C:5]=1[C:6]([OH:8])=[O:7]. The yield is 0.860.